From a dataset of NCI-60 drug combinations with 297,098 pairs across 59 cell lines. Regression. Given two drug SMILES strings and cell line genomic features, predict the synergy score measuring deviation from expected non-interaction effect. (1) Drug 1: CCN(CC)CCCC(C)NC1=C2C=C(C=CC2=NC3=C1C=CC(=C3)Cl)OC. Drug 2: C1C(C(OC1N2C=NC(=NC2=O)N)CO)O. Cell line: LOX IMVI. Synergy scores: CSS=26.8, Synergy_ZIP=3.52, Synergy_Bliss=12.8, Synergy_Loewe=3.15, Synergy_HSA=4.77. (2) Drug 1: CC1=CC=C(C=C1)C2=CC(=NN2C3=CC=C(C=C3)S(=O)(=O)N)C(F)(F)F. Drug 2: C1=CC=C(C(=C1)C(C2=CC=C(C=C2)Cl)C(Cl)Cl)Cl. Cell line: NCI-H460. Synergy scores: CSS=-4.70, Synergy_ZIP=1.24, Synergy_Bliss=-2.11, Synergy_Loewe=-3.42, Synergy_HSA=-4.78. (3) Drug 1: CCC(=C(C1=CC=CC=C1)C2=CC=C(C=C2)OCCN(C)C)C3=CC=CC=C3.C(C(=O)O)C(CC(=O)O)(C(=O)O)O. Drug 2: CC1C(C(CC(O1)OC2CC(CC3=C2C(=C4C(=C3O)C(=O)C5=CC=CC=C5C4=O)O)(C(=O)C)O)N)O. Cell line: NCI-H226. Synergy scores: CSS=52.4, Synergy_ZIP=2.55, Synergy_Bliss=2.00, Synergy_Loewe=-25.4, Synergy_HSA=2.91. (4) Drug 1: CC12CCC(CC1=CCC3C2CCC4(C3CC=C4C5=CN=CC=C5)C)O. Drug 2: CCC1(CC2CC(C3=C(CCN(C2)C1)C4=CC=CC=C4N3)(C5=C(C=C6C(=C5)C78CCN9C7C(C=CC9)(C(C(C8N6C)(C(=O)OC)O)OC(=O)C)CC)OC)C(=O)OC)O.OS(=O)(=O)O. Cell line: HOP-92. Synergy scores: CSS=26.0, Synergy_ZIP=-4.40, Synergy_Bliss=2.21, Synergy_Loewe=-50.4, Synergy_HSA=2.79. (5) Drug 1: CS(=O)(=O)OCCCCOS(=O)(=O)C. Drug 2: C1C(C(OC1N2C=NC3=C2NC=NCC3O)CO)O. Cell line: 786-0. Synergy scores: CSS=11.2, Synergy_ZIP=-4.37, Synergy_Bliss=-4.91, Synergy_Loewe=-7.03, Synergy_HSA=-6.79. (6) Drug 1: CN(C)N=NC1=C(NC=N1)C(=O)N. Drug 2: CCC1=C2CN3C(=CC4=C(C3=O)COC(=O)C4(CC)O)C2=NC5=C1C=C(C=C5)O. Cell line: HOP-92. Synergy scores: CSS=40.5, Synergy_ZIP=-1.20, Synergy_Bliss=0.0287, Synergy_Loewe=-18.0, Synergy_HSA=0.979. (7) Drug 1: C1CCC(C(C1)N)N.C(=O)(C(=O)[O-])[O-].[Pt+4]. Drug 2: N.N.Cl[Pt+2]Cl. Cell line: MOLT-4. Synergy scores: CSS=88.3, Synergy_ZIP=2.14, Synergy_Bliss=2.38, Synergy_Loewe=3.97, Synergy_HSA=4.31. (8) Drug 1: CC1=C2C(C(=O)C3(C(CC4C(C3C(C(C2(C)C)(CC1OC(=O)C(C(C5=CC=CC=C5)NC(=O)OC(C)(C)C)O)O)OC(=O)C6=CC=CC=C6)(CO4)OC(=O)C)OC)C)OC. Drug 2: CC1C(C(CC(O1)OC2CC(OC(C2O)C)OC3=CC4=CC5=C(C(=O)C(C(C5)C(C(=O)C(C(C)O)O)OC)OC6CC(C(C(O6)C)O)OC7CC(C(C(O7)C)O)OC8CC(C(C(O8)C)O)(C)O)C(=C4C(=C3C)O)O)O)O. Cell line: SR. Synergy scores: CSS=56.6, Synergy_ZIP=-4.42, Synergy_Bliss=-9.54, Synergy_Loewe=-14.7, Synergy_HSA=-8.33. (9) Drug 1: CC12CCC3C(C1CCC2=O)CC(=C)C4=CC(=O)C=CC34C. Drug 2: CC1=C(N=C(N=C1N)C(CC(=O)N)NCC(C(=O)N)N)C(=O)NC(C(C2=CN=CN2)OC3C(C(C(C(O3)CO)O)O)OC4C(C(C(C(O4)CO)O)OC(=O)N)O)C(=O)NC(C)C(C(C)C(=O)NC(C(C)O)C(=O)NCCC5=NC(=CS5)C6=NC(=CS6)C(=O)NCCC[S+](C)C)O. Cell line: SK-MEL-2. Synergy scores: CSS=46.4, Synergy_ZIP=-0.00454, Synergy_Bliss=2.71, Synergy_Loewe=-2.03, Synergy_HSA=-0.917.